This data is from Full USPTO retrosynthesis dataset with 1.9M reactions from patents (1976-2016). The task is: Predict the reactants needed to synthesize the given product. (1) Given the product [C:20]1([CH:7]([C:1]2[CH:2]=[CH:3][CH:4]=[CH:5][CH:6]=2)[CH2:8][CH2:9][NH:10][C:11]([C:12]2[CH:17]=[CH:16][C:15](=[O:18])[N:14]([CH2:27][CH2:28][O:29][C:30]3[CH:35]=[CH:34][CH:33]=[CH:32][CH:31]=3)[CH:13]=2)=[O:19])[CH:25]=[CH:24][CH:23]=[CH:22][CH:21]=1, predict the reactants needed to synthesize it. The reactants are: [C:1]1([CH:7]([C:20]2[CH:25]=[CH:24][CH:23]=[CH:22][CH:21]=2)[CH2:8][CH2:9][NH:10][C:11](=[O:19])[C:12]2[CH:17]=[CH:16][C:15]([OH:18])=[N:14][CH:13]=2)[CH:6]=[CH:5][CH:4]=[CH:3][CH:2]=1.Br[CH2:27][CH2:28][O:29][C:30]1[CH:35]=[CH:34][CH:33]=[CH:32][CH:31]=1. (2) Given the product [F:26][CH:2]([F:1])[O:3][C:4]1[N:8]([CH3:9])[N:7]=[C:6]([C:10]([F:12])([F:13])[F:11])[C:5]=1[C:14]1[C:23](=[O:24])[NH:22][C:17]2=[N:18][CH:19]=[CH:20][N:21]=[C:16]2[C:15]=1[O:25][C:27](=[O:31])[CH:28]([CH3:30])[CH3:29], predict the reactants needed to synthesize it. The reactants are: [F:1][CH:2]([F:26])[O:3][C:4]1[N:8]([CH3:9])[N:7]=[C:6]([C:10]([F:13])([F:12])[F:11])[C:5]=1[C:14]1[C:23](=[O:24])[NH:22][C:17]2=[N:18][CH:19]=[CH:20][N:21]=[C:16]2[C:15]=1[OH:25].[C:27](Cl)(=[O:31])[CH:28]([CH3:30])[CH3:29].N1C=CC=CC=1. (3) The reactants are: Br[C:2]1[CH:7]=[CH:6][C:5]([NH:8][C:9]2[CH:14]=[CH:13][C:12](Br)=[CH:11][CH:10]=2)=[CH:4][CH:3]=1.[CH2:16]([O:22][C:23]1[CH:28]=[C:27]([O:29][CH2:30][CH2:31][CH2:32][CH2:33][CH2:34][CH3:35])[CH:26]=[CH:25][C:24]=1B1OC(C)(C)C(C)(C)O1)[CH2:17][CH2:18][CH2:19][CH2:20][CH3:21].[C:45]([O-:48])(=O)[CH3:46].[K+].[OH2:50]. Given the product [CH2:21]([O:50][C:28]1[CH:23]=[C:24]([O:48][CH2:45][CH2:46][CH2:30][CH2:31][CH2:32][CH3:33])[CH:25]=[CH:26][C:27]=1[C:2]1[CH:7]=[CH:6][C:5]([NH:8][C:9]2[CH:14]=[CH:13][C:12]([C:24]3[CH:25]=[CH:26][C:27]([O:29][CH2:30][CH2:31][CH2:32][CH2:33][CH2:34][CH3:35])=[CH:28][C:23]=3[O:22][CH2:16][CH2:17][CH2:18][CH2:19][CH2:20][CH3:21])=[CH:11][CH:10]=2)=[CH:4][CH:3]=1)[CH2:20][CH2:19][CH2:18][CH2:17][CH3:16], predict the reactants needed to synthesize it. (4) Given the product [C:36]([NH:40][S:41]([C:44]1[S:48][C:47]([C:21]2[N:20]=[CH:19][N:18]([C:10]3[N:9]=[C:8]([C:5]4[CH:6]=[CH:7][C:2]([Cl:1])=[CH:3][CH:4]=4)[CH:13]=[C:12]([C:14]([F:17])([F:15])[F:16])[N:11]=3)[CH:22]=2)=[N:46][CH:45]=1)(=[O:42])=[O:43])([CH3:39])([CH3:37])[CH3:38], predict the reactants needed to synthesize it. The reactants are: [Cl:1][C:2]1[CH:7]=[CH:6][C:5]([C:8]2[CH:13]=[C:12]([C:14]([F:17])([F:16])[F:15])[N:11]=[C:10]([N:18]3[CH:22]=[C:21]([Sn](CCCC)(CCCC)CCCC)[N:20]=[CH:19]3)[N:9]=2)=[CH:4][CH:3]=1.[C:36]([NH:40][S:41]([C:44]1[S:48][C:47](Cl)=[N:46][CH:45]=1)(=[O:43])=[O:42])([CH3:39])([CH3:38])[CH3:37].[F-].[K+].O. (5) Given the product [CH3:16][C:15]1[C:10]([CH2:2][C:1]#[N:3])=[N:11][CH:12]=[CH:13][CH:14]=1, predict the reactants needed to synthesize it. The reactants are: [C:1](#[N:3])[CH3:2].[Li]CCCC.Br[C:10]1[C:15]([CH3:16])=[CH:14][CH:13]=[CH:12][N:11]=1.O. (6) Given the product [CH2:5]([N:4]([CH:1]([CH3:3])[CH3:2])[S:13]([C:16]1[CH:17]=[CH:18][C:19]([CH2:22][C:23]([OH:25])=[O:24])=[CH:20][CH:21]=1)(=[O:15])=[O:14])[C:6]1[CH:11]=[CH:10][CH:9]=[CH:8][CH:7]=1, predict the reactants needed to synthesize it. The reactants are: [CH:1]([NH:4][CH2:5][C:6]1[CH:11]=[CH:10][CH:9]=[CH:8][CH:7]=1)([CH3:3])[CH3:2].Cl[S:13]([C:16]1[CH:21]=[CH:20][C:19]([CH2:22][C:23]([OH:25])=[O:24])=[CH:18][CH:17]=1)(=[O:15])=[O:14]. (7) Given the product [ClH:8].[NH2:1][C:2]1[CH:7]=[CH:6][CH:5]=[CH:4][N+:3]=1[O-:16], predict the reactants needed to synthesize it. The reactants are: [NH2:1][C:2]1[CH:7]=[CH:6][CH:5]=[CH:4][N:3]=1.[Cl:8]C1C=CC=C(C(OO)=[O:16])C=1.C(OCC)C.Cl.